From a dataset of Full USPTO retrosynthesis dataset with 1.9M reactions from patents (1976-2016). Predict the reactants needed to synthesize the given product. Given the product [CH:6]([C:5]1[CH:4]=[C:3]([CH3:11])[C:2]([O:1][CH2:19][C:20]([OH:22])=[O:21])=[C:9]([CH3:10])[CH:8]=1)=[O:7], predict the reactants needed to synthesize it. The reactants are: [OH:1][C:2]1[C:9]([CH3:10])=[CH:8][C:5]([CH:6]=[O:7])=[CH:4][C:3]=1[CH3:11].C(=O)([O-])[O-].[K+].[K+].Br[CH2:19][C:20]([O:22]C)=[O:21].